This data is from Catalyst prediction with 721,799 reactions and 888 catalyst types from USPTO. The task is: Predict which catalyst facilitates the given reaction. Reactant: [Br:1][C:2]1[CH:3]=[CH:4][C:5]2[O:11][CH2:10][CH2:9][N:8]([C:12](Cl)=[O:13])[CH2:7][C:6]=2[CH:15]=1.[F:16][C:17]([F:32])([F:31])[C:18]1[CH:19]=[C:20]([C:24]2([OH:30])[CH2:29][CH2:28][NH:27][CH2:26][CH2:25]2)[CH:21]=[CH:22][CH:23]=1.C(N(C(C)C)CC)(C)C. Product: [Br:1][C:2]1[CH:3]=[CH:4][C:5]2[O:11][CH2:10][CH2:9][N:8]([C:12]([N:27]3[CH2:26][CH2:25][C:24]([C:20]4[CH:21]=[CH:22][CH:23]=[C:18]([C:17]([F:16])([F:31])[F:32])[CH:19]=4)([OH:30])[CH2:29][CH2:28]3)=[O:13])[CH2:7][C:6]=2[CH:15]=1. The catalyst class is: 96.